Dataset: Full USPTO retrosynthesis dataset with 1.9M reactions from patents (1976-2016). Task: Predict the reactants needed to synthesize the given product. (1) Given the product [Cl:1][C:2]1[C:3]2[C:10]([F:12])=[CH:9][NH:8][C:4]=2[N:5]=[CH:6][N:7]=1, predict the reactants needed to synthesize it. The reactants are: [Cl:1][C:2]1[C:3]2[CH:10]=[CH:9][NH:8][C:4]=2[N:5]=[CH:6][N:7]=1.[B-](F)(F)(F)[F:12].[B-](F)(F)(F)F.C1[N+]2(CCl)CC[N+](F)(CC2)C1. (2) The reactants are: [C:1]([O:6][CH2:7][C:8]([CH3:12])([CH3:11])[CH2:9][OH:10])(=[O:5])[C:2]([CH3:4])=[CH2:3].C1(C=CC(O)=CC=1)O.[CH2:21]=[C:22]1[O:26][C:24](=[O:25])[CH2:23]1. Given the product [O:26]=[C:22]([CH3:21])[CH2:23][C:24]([O:10][CH2:9][C:8]([CH3:12])([CH3:11])[CH2:7][O:6][C:1](=[O:5])[C:2]([CH3:4])=[CH2:3])=[O:25], predict the reactants needed to synthesize it. (3) Given the product [CH2:23]([N:25]([CH2:26][C:27]1[CH:36]=[CH:35][C:34]2[C:29](=[CH:30][CH:31]=[CH:32][CH:33]=2)[N:28]=1)[C:19](=[O:21])[CH2:18][N:10]([S:7]([C:2]1[C:1]([CH3:22])=[CH:6][CH:5]=[CH:4][CH:3]=1)(=[O:9])=[O:8])[C:11]1[CH:16]=[CH:15][C:14]([CH3:17])=[CH:13][CH:12]=1)[CH3:24], predict the reactants needed to synthesize it. The reactants are: [C:1]1([CH3:22])[C:2]([S:7]([N:10]([CH2:18][C:19]([OH:21])=O)[C:11]2[CH:16]=[CH:15][C:14]([CH3:17])=[CH:13][CH:12]=2)(=[O:9])=[O:8])=[CH:3][CH:4]=[CH:5][CH:6]=1.[CH2:23]([NH:25][CH2:26][C:27]1[CH:36]=[CH:35][C:34]2[C:29](=[CH:30][CH:31]=[CH:32][CH:33]=2)[N:28]=1)[CH3:24].